Dataset: CYP2C9 inhibition data for predicting drug metabolism from PubChem BioAssay. Task: Regression/Classification. Given a drug SMILES string, predict its absorption, distribution, metabolism, or excretion properties. Task type varies by dataset: regression for continuous measurements (e.g., permeability, clearance, half-life) or binary classification for categorical outcomes (e.g., BBB penetration, CYP inhibition). Dataset: cyp2c9_veith. (1) The compound is C=CCN1CC[C@]23c4c5ccc(O)c4O[C@@H]2C(=O)CC[C@@]3(O)[C@H]1C5. The result is 0 (non-inhibitor). (2) The compound is NC[C@H](CP(=O)(O)O)c1ccc(Cl)cc1. The result is 0 (non-inhibitor). (3) The molecule is COc1ccc2c(c1)c(CC(=O)O)c(C)n2C(=O)c1ccccc1. The result is 1 (inhibitor). (4) The compound is CC(=O)N1N=C(c2cccc([N+](=O)[O-])c2)OC1c1ccc(Cl)cc1Cl. The result is 1 (inhibitor). (5) The drug is C[C@@]12CCC(=O)C=C1CC[C@H]1[C@H]2[C@@H](O)C[C@@]2(C)[C@@H](c3csc(-c4ccccc4)n3)CC[C@H]12. The result is 0 (non-inhibitor). (6) The drug is COC(=O)N1CCC2(CCCN(c3ncccn3)C2)CC1. The result is 0 (non-inhibitor). (7) The drug is C[C@@H](C(=O)NCc1ccccn1)[C@H]1C[C@]1(C)[C@H](NC(=O)OCc1ccccc1)c1ccccc1. The result is 1 (inhibitor). (8) The molecule is Cc1ccc(CC(=O)N2CCN(c3cccc(C(F)(F)F)c3)CC2)cc1. The result is 1 (inhibitor). (9) The result is 0 (non-inhibitor). The molecule is Cc1nc(-c2cccnc2)sc1C(N)=O. (10) The compound is COc1ccc(C(=O)Nc2ccc(C(=O)OCC(=O)c3ccccc3)cc2)cc1. The result is 0 (non-inhibitor).